This data is from Forward reaction prediction with 1.9M reactions from USPTO patents (1976-2016). The task is: Predict the product of the given reaction. (1) The product is: [Br:1][C:2]1[CH:7]=[C:6]([F:8])[CH:5]=[CH:4][C:3]=1[CH2:9][C:10]1[S:57][C:13]([C:15]2[CH:46]=[C:18]3[N:19]=[C:20]([CH3:45])[C:21]([C@H:34]([O:40][C:41]([CH3:44])([CH3:43])[CH3:42])[C:35]([O:37][CH2:38][CH3:39])=[O:36])=[C:22]([N:23]4[CH2:28][CH2:27][C:26]([CH2:30][CH2:31][CH:32]=[CH2:33])([CH3:29])[CH2:25][CH2:24]4)[N:17]3[N:16]=2)=[N:12][CH:11]=1. Given the reactants [Br:1][C:2]1[CH:7]=[C:6]([F:8])[CH:5]=[CH:4][C:3]=1[CH2:9][C:10](=O)[CH2:11][NH:12][C:13]([C:15]1[CH:46]=[C:18]2[N:19]=[C:20]([CH3:45])[C:21]([C@H:34]([O:40][C:41]([CH3:44])([CH3:43])[CH3:42])[C:35]([O:37][CH2:38][CH3:39])=[O:36])=[C:22]([N:23]3[CH2:28][CH2:27][C:26]([CH2:30][CH2:31][CH:32]=[CH2:33])([CH3:29])[CH2:25][CH2:24]3)[N:17]2[N:16]=1)=O.COC1C=CC(P2(SP(C3C=CC(OC)=CC=3)(=S)S2)=[S:57])=CC=1, predict the reaction product. (2) Given the reactants [N-:1]=[C:2]=[S:3].[Br:4][C:5]1[CH:10]=[CH:9][CH:8]=[CH:7][C:6]=1[Cl:11].[CH3:12][O:13][C:14]1[CH:15]=[C:16]([C:20]([NH:22][NH2:23])=O)[CH:17]=[CH:18][CH:19]=1, predict the reaction product. The product is: [Br:4][C:5]1[CH:10]=[CH:9][C:8]([NH:1][C:2]2[S:3][C:20]([C:16]3[CH:17]=[CH:18][CH:19]=[C:14]([O:13][CH3:12])[CH:15]=3)=[N:22][N:23]=2)=[CH:7][C:6]=1[Cl:11].